Dataset: Full USPTO retrosynthesis dataset with 1.9M reactions from patents (1976-2016). Task: Predict the reactants needed to synthesize the given product. (1) Given the product [ClH:33].[ClH:33].[CH3:1][N:2]([CH2:4][C:5]1[C:13]2[O:12][N:11]=[C:10]([CH2:14][CH2:15][CH:16]3[CH2:17][CH2:18][N:19]([C:22]4[CH:27]=[CH:26][CH:25]=[CH:24][N:23]=4)[CH2:20][CH2:21]3)[C:9]=2[CH:8]=[CH:7][C:6]=1[O:28][CH2:29][CH:30]1[CH2:31][CH2:32]1)[CH3:3], predict the reactants needed to synthesize it. The reactants are: [CH3:1][N:2]([CH2:4][C:5]1[C:13]2[O:12][N:11]=[C:10]([CH2:14][CH2:15][CH:16]3[CH2:21][CH2:20][N:19]([C:22]4[CH:27]=[CH:26][CH:25]=[CH:24][N:23]=4)[CH2:18][CH2:17]3)[C:9]=2[CH:8]=[CH:7][C:6]=1[O:28][CH2:29][CH:30]1[CH2:32][CH2:31]1)[CH3:3].[ClH:33]. (2) Given the product [CH2:32]([C:29]1[CH:28]=[CH:27][C:26]([C:23]2[N:22]=[C:21]([C@@H:16]3[C@@H:17]([OH:20])[CH2:18][CH2:19][NH:15]3)[O:25][N:24]=2)=[CH:31][CH:30]=1)[CH2:33][CH2:34][CH2:35][CH2:36][CH2:37][CH2:38][CH3:39], predict the reactants needed to synthesize it. The reactants are: C(O)(C(F)(F)F)=O.C(OC([N:15]1[CH2:19][CH2:18][C@H:17]([OH:20])[C@H:16]1[C:21]1[O:25][N:24]=[C:23]([C:26]2[CH:31]=[CH:30][C:29]([CH2:32][CH2:33][CH2:34][CH2:35][CH2:36][CH2:37][CH2:38][CH3:39])=[CH:28][CH:27]=2)[N:22]=1)=O)(C)(C)C. (3) Given the product [C:27]([C:20]1[CH:19]=[CH:18][C:17]([NH:16][C:13]([CH:11]2[CH2:10][S:9][C:8]([C:5]3[CH:4]=[CH:3][C:2]([Cl:1])=[CH:7][CH:6]=3)=[N:12]2)=[O:15])=[CH:22][C:21]=1[C:23]([F:24])([F:25])[F:26])#[N:28], predict the reactants needed to synthesize it. The reactants are: [Cl:1][C:2]1[CH:7]=[CH:6][C:5]([C:8]2[S:9][CH2:10][CH:11]([C:13]([OH:15])=O)[N:12]=2)=[CH:4][CH:3]=1.[NH2:16][C:17]1[CH:18]=[CH:19][C:20]([C:27]#[N:28])=[C:21]([C:23]([F:26])([F:25])[F:24])[CH:22]=1.CCN(C(C)C)C(C)C.C1CN([P+](Br)(N2CCCC2)N2CCCC2)CC1.F[P-](F)(F)(F)(F)F.